This data is from NCI-60 drug combinations with 297,098 pairs across 59 cell lines. The task is: Regression. Given two drug SMILES strings and cell line genomic features, predict the synergy score measuring deviation from expected non-interaction effect. (1) Drug 1: CN1CCC(CC1)COC2=C(C=C3C(=C2)N=CN=C3NC4=C(C=C(C=C4)Br)F)OC. Drug 2: C1CCC(C(C1)N)N.C(=O)(C(=O)[O-])[O-].[Pt+4]. Cell line: HS 578T. Synergy scores: CSS=4.79, Synergy_ZIP=4.88, Synergy_Bliss=16.3, Synergy_Loewe=8.51, Synergy_HSA=9.76. (2) Drug 1: C1C(C(OC1N2C=NC3=C(N=C(N=C32)Cl)N)CO)O. Drug 2: CC1C(C(CC(O1)OC2CC(OC(C2O)C)OC3=CC4=CC5=C(C(=O)C(C(C5)C(C(=O)C(C(C)O)O)OC)OC6CC(C(C(O6)C)O)OC7CC(C(C(O7)C)O)OC8CC(C(C(O8)C)O)(C)O)C(=C4C(=C3C)O)O)O)O. Cell line: HT29. Synergy scores: CSS=60.5, Synergy_ZIP=-2.15, Synergy_Bliss=-1.05, Synergy_Loewe=-5.36, Synergy_HSA=-1.02. (3) Synergy scores: CSS=78.9, Synergy_ZIP=-0.380, Synergy_Bliss=-0.737, Synergy_Loewe=-0.884, Synergy_HSA=1.79. Drug 1: CCC1=CC2CC(C3=C(CN(C2)C1)C4=CC=CC=C4N3)(C5=C(C=C6C(=C5)C78CCN9C7C(C=CC9)(C(C(C8N6C)(C(=O)OC)O)OC(=O)C)CC)OC)C(=O)OC.C(C(C(=O)O)O)(C(=O)O)O. Drug 2: C1CCC(CC1)NC(=O)N(CCCl)N=O. Cell line: SR. (4) Drug 1: CC1=C(C(=CC=C1)Cl)NC(=O)C2=CN=C(S2)NC3=CC(=NC(=N3)C)N4CCN(CC4)CCO. Cell line: HCC-2998. Drug 2: CC12CCC3C(C1CCC2O)C(CC4=C3C=CC(=C4)O)CCCCCCCCCS(=O)CCCC(C(F)(F)F)(F)F. Synergy scores: CSS=-0.347, Synergy_ZIP=2.77, Synergy_Bliss=3.91, Synergy_Loewe=-1.30, Synergy_HSA=-1.10. (5) Drug 1: CC1=CC=C(C=C1)C2=CC(=NN2C3=CC=C(C=C3)S(=O)(=O)N)C(F)(F)F. Drug 2: B(C(CC(C)C)NC(=O)C(CC1=CC=CC=C1)NC(=O)C2=NC=CN=C2)(O)O. Cell line: CAKI-1. Synergy scores: CSS=2.84, Synergy_ZIP=4.98, Synergy_Bliss=4.72, Synergy_Loewe=-42.2, Synergy_HSA=-3.38. (6) Drug 1: C1=C(C(=O)NC(=O)N1)N(CCCl)CCCl. Drug 2: CC=C1C(=O)NC(C(=O)OC2CC(=O)NC(C(=O)NC(CSSCCC=C2)C(=O)N1)C(C)C)C(C)C. Cell line: EKVX. Synergy scores: CSS=63.9, Synergy_ZIP=25.8, Synergy_Bliss=22.7, Synergy_Loewe=-1.84, Synergy_HSA=24.6. (7) Drug 1: C1CCN(CC1)CCOC2=CC=C(C=C2)C(=O)C3=C(SC4=C3C=CC(=C4)O)C5=CC=C(C=C5)O. Drug 2: C1=CC(=CC=C1CC(C(=O)O)N)N(CCCl)CCCl.Cl. Cell line: EKVX. Synergy scores: CSS=1.42, Synergy_ZIP=-1.95, Synergy_Bliss=-2.25, Synergy_Loewe=-5.71, Synergy_HSA=-5.18.